Dataset: Peptide-MHC class I binding affinity with 185,985 pairs from IEDB/IMGT. Task: Regression. Given a peptide amino acid sequence and an MHC pseudo amino acid sequence, predict their binding affinity value. This is MHC class I binding data. (1) The peptide sequence is YALDLLYDVI. The MHC is H-2-Db with pseudo-sequence H-2-Db. The binding affinity (normalized) is 0.646. (2) The peptide sequence is FHSTKEEFI. The MHC is Mamu-B17 with pseudo-sequence Mamu-B17. The binding affinity (normalized) is 0.339. (3) The peptide sequence is KIHQEDKILKV. The MHC is Mamu-A02 with pseudo-sequence Mamu-A02. The binding affinity (normalized) is 0.